From a dataset of Forward reaction prediction with 1.9M reactions from USPTO patents (1976-2016). Predict the product of the given reaction. (1) The product is: [CH3:1][O:2][C:3]([C@H:5]1[CH2:6][CH2:7][C@H:8]([N:11]([CH3:31])[S:12]([C:15]2[CH:16]=[C:17]([CH:28]=[CH:29][CH:30]=2)[C:18]([OH:20])=[O:19])(=[O:14])=[O:13])[CH2:9][CH2:10]1)=[O:4]. Given the reactants [CH3:1][O:2][C:3]([C@H:5]1[CH2:10][CH2:9][C@H:8]([N:11]([CH3:31])[S:12]([C:15]2[CH:16]=[C:17]([CH:28]=[CH:29][CH:30]=2)[C:18]([O:20]CC2C=CC=CC=2)=[O:19])(=[O:14])=[O:13])[CH2:7][CH2:6]1)=[O:4].[H][H], predict the reaction product. (2) Given the reactants [NH2:1][CH:2]1[CH2:7][CH2:6][N:5]([C:8]2[N:13]=[CH:12][C:11]([NH:14][C:15]([C:17]3[O:21][C:20]([N:22]4[CH2:27][CH2:26][CH2:25][CH2:24][CH2:23]4)=[N:19][C:18]=3[C:28]([F:31])([F:30])[F:29])=[O:16])=[CH:10][CH:9]=2)[CH2:4][CH2:3]1.[F:32][C:33]1[CH:41]=[CH:40][CH:39]=[C:38]([F:42])[C:34]=1[C:35](O)=[O:36], predict the reaction product. The product is: [F:32][C:33]1[CH:41]=[CH:40][CH:39]=[C:38]([F:42])[C:34]=1[C:35]([NH:1][CH:2]1[CH2:3][CH2:4][N:5]([C:8]2[N:13]=[CH:12][C:11]([NH:14][C:15]([C:17]3[O:21][C:20]([N:22]4[CH2:27][CH2:26][CH2:25][CH2:24][CH2:23]4)=[N:19][C:18]=3[C:28]([F:31])([F:30])[F:29])=[O:16])=[CH:10][CH:9]=2)[CH2:6][CH2:7]1)=[O:36]. (3) Given the reactants O[CH2:2][C:3]1[CH:25]=[CH:24][C:6]([O:7][CH2:8][CH2:9][CH2:10][O:11][N:12]=[CH:13][C:14]2[CH:19]=[CH:18][C:17]([C:20]([CH3:23])([CH3:22])[CH3:21])=[CH:16][CH:15]=2)=[CH:5][CH:4]=1.P(Br)(Br)[Br:27], predict the reaction product. The product is: [Br:27][CH2:2][C:3]1[CH:25]=[CH:24][C:6]([O:7][CH2:8][CH2:9][CH2:10][O:11][N:12]=[CH:13][C:14]2[CH:19]=[CH:18][C:17]([C:20]([CH3:23])([CH3:22])[CH3:21])=[CH:16][CH:15]=2)=[CH:5][CH:4]=1. (4) Given the reactants [CH3:1][O:2][C:3]([C:5]1[CH:6]=[C:7]2[C:11](=[CH:12][CH:13]=1)[NH:10][CH:9]=[CH:8]2)=[O:4].[C:14]1([CH3:26])[CH:19]=[C:18]([CH3:20])[CH:17]=[C:16]([CH3:21])[C:15]=1[S:22](Cl)(=[O:24])=[O:23].[H-].[Na+], predict the reaction product. The product is: [CH3:1][O:2][C:3]([C:5]1[CH:6]=[C:7]2[C:11](=[CH:12][CH:13]=1)[N:10]([S:22]([C:15]1[C:16]([CH3:21])=[CH:17][C:18]([CH3:20])=[CH:19][C:14]=1[CH3:26])(=[O:24])=[O:23])[CH:9]=[CH:8]2)=[O:4]. (5) Given the reactants [CH3:1][C@@:2]1([CH2:20][CH2:21][CH2:22]O)[CH2:7][C:6]2[CH:8]=[CH:9][CH:10]=[CH:11][C:5]=2[N:4]([C:12]2[CH:17]=[CH:16][CH:15]=[CH:14][CH:13]=2)[S:3]1(=[O:19])=[O:18].C1(C)C=CC(S([Cl:33])(=O)=O)=CC=1.[CH3:35][NH2:36].Cl, predict the reaction product. The product is: [ClH:33].[CH3:35][NH:36][CH2:22][CH2:21][CH2:20][C@:2]1([CH3:1])[CH2:7][C:6]2[CH:8]=[CH:9][CH:10]=[CH:11][C:5]=2[N:4]([C:12]2[CH:13]=[CH:14][CH:15]=[CH:16][CH:17]=2)[S:3]1(=[O:19])=[O:18]. (6) Given the reactants [ClH:1].[NH2:2][CH:3]1[CH2:8][CH2:7][N:6]([CH2:9][CH2:10][C:11]2[C:12]([F:23])=[CH:13][CH:14]=[C:15]3[C:20]=2[N:19]([CH3:21])[C:18](=[O:22])[CH:17]=[CH:16]3)[CH2:5][CH2:4]1.[O:24]1[C:33]2[CH:32]=[C:31]([CH:34]=O)[N:30]=[CH:29][C:28]=2[O:27][CH2:26][CH2:25]1.C([O-])(=O)C.[Na+], predict the reaction product. The product is: [ClH:1].[ClH:1].[O:24]1[C:33]2[CH:32]=[C:31]([CH2:34][NH:2][CH:3]3[CH2:8][CH2:7][N:6]([CH2:9][CH2:10][C:11]4[C:12]([F:23])=[CH:13][CH:14]=[C:15]5[C:20]=4[N:19]([CH3:21])[C:18](=[O:22])[CH:17]=[CH:16]5)[CH2:5][CH2:4]3)[N:30]=[CH:29][C:28]=2[O:27][CH2:26][CH2:25]1. (7) Given the reactants Cl[C:2](Cl)([O:4]C(=O)OC(Cl)(Cl)Cl)Cl.CCN(C(C)C)C(C)C.[CH3:22][C:23]1[N:28]=[C:27]([C:29]2[CH:30]=[C:31]([NH2:35])[CH:32]=[CH:33][CH:34]=2)[CH:26]=[CH:25][N:24]=1.[Cl:36][C:37]1[CH:42]=[CH:41][C:40]([CH2:43][CH2:44][NH2:45])=[CH:39][CH:38]=1, predict the reaction product. The product is: [Cl:36][C:37]1[CH:42]=[CH:41][C:40]([CH2:43][CH2:44][NH:45][C:2]([NH:35][C:31]2[CH:32]=[CH:33][CH:34]=[C:29]([C:27]3[CH:26]=[CH:25][N:24]=[C:23]([CH3:22])[N:28]=3)[CH:30]=2)=[O:4])=[CH:39][CH:38]=1. (8) Given the reactants C1(S([N:10]2[C:14]3=[N:15][CH:16]=[CH:17][C:18]([C:19]4[CH:20]=[CH:21][C:22]([O:27][CH:28]5[CH2:33][CH2:32][O:31][CH2:30][CH2:29]5)=[C:23]([CH:26]=4)[C:24]#[N:25])=[C:13]3[CH:12]=[C:11]2[C:34]2[CH:39]=[CH:38][C:37]([N:40]3[CH2:45][CH2:44][NH:43][CH2:42][CH2:41]3)=[CH:36][CH:35]=2)(=O)=O)C=CC=CC=1.[C:46](O)(=[O:49])[CH2:47][OH:48].CN(C(ON1N=NC2C=CC=NC1=2)=[N+](C)C)C.F[P-](F)(F)(F)(F)F.CCN(C(C)C)C(C)C.C([O-])([O-])=O.[Cs+].[Cs+], predict the reaction product. The product is: [OH:49][CH2:46][C:47]([N:43]1[CH2:44][CH2:45][N:40]([C:37]2[CH:38]=[CH:39][C:34]([C:11]3[NH:10][C:14]4=[N:15][CH:16]=[CH:17][C:18]([C:19]5[CH:20]=[CH:21][C:22]([O:27][CH:28]6[CH2:33][CH2:32][O:31][CH2:30][CH2:29]6)=[C:23]([CH:26]=5)[C:24]#[N:25])=[C:13]4[CH:12]=3)=[CH:35][CH:36]=2)[CH2:41][CH2:42]1)=[O:48]. (9) Given the reactants CCN(C(C)C)C(C)C.[NH2:10][C:11]1[CH:12]=[C:13]([CH:28]=[CH:29][CH:30]=1)[CH2:14][C:15]1[C:20](=[O:21])[CH:19]=[CH:18][N:17]([C:22]2[CH:23]=[N:24][N:25]([CH3:27])[CH:26]=2)[N:16]=1.Cl[C:32]([O:34][CH3:35])=[O:33].C(O)C(N)(CO)CO, predict the reaction product. The product is: [CH3:35][O:34][C:32](=[O:33])[NH:10][C:11]1[CH:30]=[CH:29][CH:28]=[C:13]([CH2:14][C:15]2[C:20](=[O:21])[CH:19]=[CH:18][N:17]([C:22]3[CH:23]=[N:24][N:25]([CH3:27])[CH:26]=3)[N:16]=2)[CH:12]=1. (10) Given the reactants [C:1]1([C:7]2[C:8]([C:19]3[CH:26]=[CH:25][C:22]([CH:23]=O)=[CH:21][CH:20]=3)=[N:9][C:10]([C:13]3[CH:18]=[CH:17][CH:16]=[CH:15][N:14]=3)=[N:11][CH:12]=2)[CH:6]=[CH:5][CH:4]=[CH:3][CH:2]=1.C(O[BH-](OC(=O)C)OC(=O)C)(=O)C.[Na+].Cl.[NH:42]1[CH2:47][CH2:46][CH:45]([C:48]2[N:52]=[C:51]([C:53]3[CH:58]=[CH:57][CH:56]=[CH:55][N:54]=3)[NH:50][N:49]=2)[CH2:44][CH2:43]1.C(N(CC)CC)C.C(O)(=O)C, predict the reaction product. The product is: [C:1]1([C:7]2[C:8]([C:19]3[CH:26]=[CH:25][C:22]([CH2:23][N:42]4[CH2:47][CH2:46][CH:45]([C:48]5[N:52]=[C:51]([C:53]6[CH:58]=[CH:57][CH:56]=[CH:55][N:54]=6)[NH:50][N:49]=5)[CH2:44][CH2:43]4)=[CH:21][CH:20]=3)=[N:9][C:10]([C:13]3[CH:18]=[CH:17][CH:16]=[CH:15][N:14]=3)=[N:11][CH:12]=2)[CH:6]=[CH:5][CH:4]=[CH:3][CH:2]=1.